This data is from Catalyst prediction with 721,799 reactions and 888 catalyst types from USPTO. The task is: Predict which catalyst facilitates the given reaction. (1) Reactant: CC(OC(/N=N/C(OC(C)C)=O)=O)C.C1C=CC(P(C2C=CC=CC=2)C2C=CC=CC=2)=CC=1.[OH:34][C:35]1[CH:42]=[CH:41][C:38]([C:39]#[N:40])=[CH:37][CH:36]=1.[CH3:43][CH:44](O)[C:45]1[CH:50]=[CH:49][CH:48]=[CH:47][CH:46]=1. Product: [C:45]1([CH:44]([O:34][C:35]2[CH:42]=[CH:41][C:38]([C:39]#[N:40])=[CH:37][CH:36]=2)[CH3:43])[CH:50]=[CH:49][CH:48]=[CH:47][CH:46]=1. The catalyst class is: 1. (2) Reactant: [C:1]([O:5][C:6]([N:8]1[CH2:13][C:12]([CH3:15])([CH3:14])[O:11][CH2:10][CH:9]1[C:16](O)=O)=[O:7])([CH3:4])([CH3:3])[CH3:2].C(N(CC)CC)C.C(Cl)(=O)OCC(C)C.[NH2:34][C:35]1[CH:39]=[C:38]([Br:40])[S:37][C:36]=1[C:41]([NH2:43])=[O:42]. Product: [Br:40][C:38]1[S:37][C:36]2[C:41](=[O:42])[NH:43][C:16]([CH:9]3[N:8]([C:6]([O:5][C:1]([CH3:2])([CH3:3])[CH3:4])=[O:7])[CH2:13][C:12]([CH3:14])([CH3:15])[O:11][CH2:10]3)=[N:34][C:35]=2[CH:39]=1. The catalyst class is: 30.